Dataset: Forward reaction prediction with 1.9M reactions from USPTO patents (1976-2016). Task: Predict the product of the given reaction. (1) Given the reactants Br[C:2]1[CH:36]=[CH:35][C:5]([CH2:6][C:7]2[N:8]([C:20]3[CH:25]=[CH:24][C:23]([N:26]4[S:30](=[O:32])(=[O:31])[NH:29][C:28](=[O:33])[CH2:27]4)=[C:22]([CH3:34])[CH:21]=3)[CH:9]=[C:10]([C:12]3[CH:17]=[CH:16][C:15]([Cl:18])=[CH:14][C:13]=3[Cl:19])[N:11]=2)=[CH:4][CH:3]=1.[CH:37]1([C:43]2[CH:48]=[CH:47][C:46](B(O)O)=[CH:45][CH:44]=2)[CH2:42][CH2:41][CH2:40][CH2:39][CH2:38]1, predict the reaction product. The product is: [CH:43]1([C:37]2[CH:38]=[CH:39][C:40]([C:2]3[CH:36]=[CH:35][C:5]([CH2:6][C:7]4[N:8]([C:20]5[CH:25]=[CH:24][C:23]([N:26]6[S:30](=[O:31])(=[O:32])[NH:29][C:28](=[O:33])[CH2:27]6)=[C:22]([CH3:34])[CH:21]=5)[CH:9]=[C:10]([C:12]5[CH:17]=[CH:16][C:15]([Cl:18])=[CH:14][C:13]=5[Cl:19])[N:11]=4)=[CH:4][CH:3]=3)=[CH:41][CH:42]=2)[CH2:44][CH2:45][CH2:46][CH2:47][CH2:48]1. (2) Given the reactants [NH:1]1[C:5]2[NH:6][C:7]([C:9]([O:11]CC)=[O:10])=[CH:8][C:4]=2[CH:3]=[N:2]1.C(=O)([O-])[O-].[Cs+].[Cs+], predict the reaction product. The product is: [NH:1]1[C:5]2[NH:6][C:7]([C:9]([OH:11])=[O:10])=[CH:8][C:4]=2[CH:3]=[N:2]1. (3) Given the reactants Br[C:2]1[CH:7]=[CH:6][C:5]([NH:8][C:9]2[CH:14]=[CH:13][C:12]([Br:15])=[CH:11][CH:10]=2)=[CH:4][CH:3]=1.[C:16]1(B(O)O)[CH:21]=[CH:20][CH:19]=[CH:18][CH:17]=1.C([O-])([O-])=O.[Na+].[Na+].CCO, predict the reaction product. The product is: [Br:15][C:12]1[CH:13]=[CH:14][C:9]([NH:8][C:5]2[CH:6]=[CH:7][C:2]([C:16]3[CH:21]=[CH:20][CH:19]=[CH:18][CH:17]=3)=[CH:3][CH:4]=2)=[CH:10][CH:11]=1. (4) Given the reactants [C:1](=[O:27])([O:25][CH3:26])[O:2][C:3]1[CH:8]=[C:7]([N+:9]([O-])=O)[C:6]([N:12]2[CH2:17][CH2:16][N:15]([CH2:18][CH3:19])[CH2:14][CH2:13]2)=[CH:5][C:4]=1[CH:20]1[CH2:24][CH2:23][CH2:22][CH2:21]1, predict the reaction product. The product is: [C:1](=[O:27])([O:25][CH3:26])[O:2][C:3]1[CH:8]=[C:7]([NH2:9])[C:6]([N:12]2[CH2:17][CH2:16][N:15]([CH2:18][CH3:19])[CH2:14][CH2:13]2)=[CH:5][C:4]=1[CH:20]1[CH2:21][CH2:22][CH2:23][CH2:24]1. (5) Given the reactants [C:1]([O:4][CH2:5][C:6]1[C:11]([N:12]2[C:24](=[O:25])[C:23]3[N:15]([C:16]4[CH:17]5[CH2:26][CH:20]([C:21]=4[CH:22]=3)[CH2:19][CH2:18]5)[CH2:14][CH2:13]2)=[CH:10][C:9]([F:27])=[CH:8][C:7]=1Br)(=[O:3])[CH3:2].[CH3:29][C:30]1([CH3:46])[C:34]([CH3:36])([CH3:35])[O:33][B:32]([B:32]2[O:33][C:34]([CH3:36])([CH3:35])[C:30]([CH3:46])([CH3:29])[O:31]2)[O:31]1.CC(O[K])=O, predict the reaction product. The product is: [C:1]([O:4][CH2:5][C:6]1[C:7]([B:32]2[O:33][C:34]([CH3:36])([CH3:35])[C:30]([CH3:46])([CH3:29])[O:31]2)=[CH:8][C:9]([F:27])=[CH:10][C:11]=1[N:12]1[C:24](=[O:25])[C:23]2[N:15]([C:16]3[CH:17]4[CH2:26][CH:20]([C:21]=3[CH:22]=2)[CH2:19][CH2:18]4)[CH2:14][CH2:13]1)(=[O:3])[CH3:2]. (6) Given the reactants [CH3:1][O:2][CH:3]([CH2:16][O:17][CH3:18])[CH2:4][O:5][CH2:6][CH2:7]NC(=O)OC(C)(C)C.[ClH:19], predict the reaction product. The product is: [CH3:1][O:2][CH:3]([CH2:16][O:17][CH3:18])[CH2:4][O:5][CH2:6][CH2:7][Cl:19]. (7) Given the reactants [CH3:1][C:2]1[C:7]([O:8][C:9]2[C:10]([NH:22][C:23]3[S:27][N:26]=[C:25]([CH:28]4[CH2:33][CH2:32][N:31](C(OC(C)(C)C)=O)[CH2:30][CH2:29]4)[N:24]=3)=[N:11][CH:12]=[C:13]([S:15][C:16]3[CH:21]=[CH:20][CH:19]=[CH:18][N:17]=3)[CH:14]=2)=[CH:6][CH:5]=[CH:4][N:3]=1.C(O)(C(F)(F)F)=O, predict the reaction product. The product is: [CH3:1][C:2]1[C:7]([O:8][C:9]2[C:10]([NH:22][C:23]3[S:27][N:26]=[C:25]([CH:28]4[CH2:33][CH2:32][NH:31][CH2:30][CH2:29]4)[N:24]=3)=[N:11][CH:12]=[C:13]([S:15][C:16]3[CH:21]=[CH:20][CH:19]=[CH:18][N:17]=3)[CH:14]=2)=[CH:6][CH:5]=[CH:4][N:3]=1. (8) Given the reactants [CH3:1][O:2][C:3]([C:5]1[CH:10]=[C:9]([N:11]2[CH2:16][CH2:15][N:14]([C:17]([O:19][C:20]([CH3:23])([CH3:22])[CH3:21])=[O:18])[CH2:13][CH2:12]2)[N:8]=[C:7]([C:24]2[CH:29]=[CH:28][N:27]=[C:26]([F:30])[CH:25]=2)[CH:6]=1)=[O:4].CC([O-])=O.[K+].[Br:36]Br.[O-]S([O-])(=S)=O.[Na+].[Na+].C([O-])(O)=O.[Na+], predict the reaction product. The product is: [CH3:1][O:2][C:3]([C:5]1[CH:10]=[C:9]([N:11]2[CH2:16][CH2:15][N:14]([C:17]([O:19][C:20]([CH3:23])([CH3:21])[CH3:22])=[O:18])[CH2:13][CH2:12]2)[N:8]=[C:7]([C:24]2[CH:29]=[CH:28][N:27]=[C:26]([F:30])[CH:25]=2)[C:6]=1[Br:36])=[O:4]. (9) Given the reactants CCOCC.[CH3:6][O:7][C:8](=[O:34])[CH2:9][CH2:10][CH2:11][CH2:12][CH2:13][CH:14]([O:24][CH2:25][C:26]1[CH:31]=[CH:30][C:29]([O:32][CH3:33])=[CH:28][CH:27]=1)[C:15](=[O:23])[NH:16][C:17]1[CH:22]=[CH:21][CH:20]=[CH:19][CH:18]=1, predict the reaction product. The product is: [CH3:6][O:7][C:8](=[O:34])[CH2:9][CH2:10][CH2:11][CH2:12][CH2:13][C@H:14]([O:24][CH2:25][C:26]1[CH:31]=[CH:30][C:29]([O:32][CH3:33])=[CH:28][CH:27]=1)[C:15](=[O:23])[NH:16][C:17]1[CH:22]=[CH:21][CH:20]=[CH:19][CH:18]=1.